This data is from Full USPTO retrosynthesis dataset with 1.9M reactions from patents (1976-2016). The task is: Predict the reactants needed to synthesize the given product. The reactants are: [NH2:1][C:2]1[CH:3]=[C:4]2[C:8](=[CH:9][CH:10]=1)[NH:7][N:6]=[CH:5]2.[Cl:11][C:12]1[CH:17]=[CH:16][CH:15]=[C:14]([Cl:18])[C:13]=1[N:19]=[C:20]=[O:21]. Given the product [Cl:11][C:12]1[CH:17]=[CH:16][CH:15]=[C:14]([Cl:18])[C:13]=1[NH:19][C:20]([NH:1][C:2]1[CH:3]=[C:4]2[C:8](=[CH:9][CH:10]=1)[NH:7][N:6]=[CH:5]2)=[O:21], predict the reactants needed to synthesize it.